From a dataset of Forward reaction prediction with 1.9M reactions from USPTO patents (1976-2016). Predict the product of the given reaction. (1) Given the reactants [C:1]1([CH2:7][C@@H:8]([NH2:11])[CH2:9][NH2:10])[CH:6]=[CH:5][CH:4]=[CH:3][CH:2]=1.[C:12](O)(=O)C.C(N)=N, predict the reaction product. The product is: [CH2:7]([C@@H:8]1[CH2:9][NH:10][CH:12]=[N:11]1)[C:1]1[CH:6]=[CH:5][CH:4]=[CH:3][CH:2]=1. (2) Given the reactants Cl.Cl.[NH2:3][C:4]1[CH:9]=[C:8]([CH2:10][CH2:11][C:12]2[CH:13]=[C:14]([NH:18][C:19]3[C:24]([F:25])=[CH:23][N:22]=[C:21](Cl)[N:20]=3)[CH:15]=[CH:16][CH:17]=2)[CH:7]=[CH:6][N:5]=1.C(N(CC)CC)C.CC1(C)C2C=CC=C(P(C3C=CC=CC=3)C3C=CC=CC=3)C=2OC2C1=CC=CC=2P(C1C=CC=CC=1)C1C=CC=CC=1.C(=O)([O-])[O-].[Cs+].[Cs+], predict the reaction product. The product is: [F:25][C:24]1[CH:23]=[N:22][C:21]2[NH:3][C:4]3[N:5]=[CH:6][CH:7]=[C:8]([CH:9]=3)[CH2:10][CH2:11][C:12]3[CH:13]=[C:14]([NH:18][C:19]=1[N:20]=2)[CH:15]=[CH:16][CH:17]=3. (3) Given the reactants [C:1]([O:5][C:6](=[O:27])[NH:7][CH2:8][CH2:9][CH2:10][N:11]1[CH2:18][CH:17]2[O:19][CH:13]([CH2:14][N:15](CC3C=CC=CC=3)[CH2:16]2)[CH2:12]1)([CH3:4])([CH3:3])[CH3:2], predict the reaction product. The product is: [C:1]([O:5][C:6](=[O:27])[NH:7][CH2:8][CH2:9][CH2:10][N:11]1[CH2:12][CH:13]2[O:19][CH:17]([CH2:16][NH:15][CH2:14]2)[CH2:18]1)([CH3:4])([CH3:2])[CH3:3]. (4) Given the reactants [C:1]([O-:9])(=[O:8])[C:2]1[CH:7]=[CH:6][CH:5]=[CH:4][CH:3]=1.[Na+].[Cl:11][CH2:12][C:13]([CH2:15]Cl)=[O:14].O, predict the reaction product. The product is: [C:1]([O:9][CH2:15][C:13](=[O:14])[CH2:12][Cl:11])(=[O:8])[C:2]1[CH:7]=[CH:6][CH:5]=[CH:4][CH:3]=1.